From a dataset of Forward reaction prediction with 1.9M reactions from USPTO patents (1976-2016). Predict the product of the given reaction. (1) Given the reactants [N-:1]=[N+:2]=[N-:3].[Na+].[Br:5][C:6]1[C:11]([O:12][C:13]2[CH:14]=[C:15]([CH:18]=[C:19]([Cl:21])[CH:20]=2)[C:16]#[N:17])=[C:10]([F:22])[C:9]([CH2:23]Br)=[CH:8][CH:7]=1, predict the reaction product. The product is: [N:1]([CH2:23][C:9]1[C:10]([F:22])=[C:11]([O:12][C:13]2[CH:14]=[C:15]([CH:18]=[C:19]([Cl:21])[CH:20]=2)[C:16]#[N:17])[C:6]([Br:5])=[CH:7][CH:8]=1)=[N+:2]=[N-:3]. (2) Given the reactants [CH3:1][O:2][C:3]1[CH:8]=[CH:7][C:6]([NH:9][C@H:10]([C:12]([OH:14])=O)[CH3:11])=[CH:5][CH:4]=1.[C:15]1([CH2:21][O:22][C:23]2[CH:28]=[CH:27][C:26]([N:29]=[C:30]=[S:31])=[CH:25][CH:24]=2)[CH:20]=[CH:19][CH:18]=[CH:17][CH:16]=1, predict the reaction product. The product is: [CH3:1][O:2][C:3]1[CH:4]=[CH:5][C:6]([N:9]2[CH:10]([CH3:11])[C:12](=[O:14])[N:29]([C:26]3[CH:25]=[CH:24][C:23]([O:22][CH2:21][C:15]4[CH:16]=[CH:17][CH:18]=[CH:19][CH:20]=4)=[CH:28][CH:27]=3)[C:30]2=[S:31])=[CH:7][CH:8]=1. (3) Given the reactants [CH3:1][O:2][C:3]1[CH:17]=[CH:16][C:6]([CH2:7][O:8][N:9]=[CH:10][C:11]([O:13]CC)=O)=[CH:5][CH:4]=1.[CH2:18]([NH2:21])[CH2:19][CH3:20], predict the reaction product. The product is: [CH3:1][O:2][C:3]1[CH:4]=[CH:5][C:6]([CH2:7][O:8][N:9]=[CH:10][C:11]([NH:21][CH2:18][CH2:19][CH3:20])=[O:13])=[CH:16][CH:17]=1. (4) Given the reactants [O:1]=[C:2]1[CH2:10][C:9]2[C:4](=[CH:5][CH:6]=[C:7]([NH:11][C:12](=[O:18])[O:13][C:14]([CH3:17])([CH3:16])[CH3:15])[CH:8]=2)[NH:3]1.[N:19]1[CH:24]=[CH:23][C:22](/[CH:25]=[CH:26]/[C:27]2[C:35]3[C:30](=[CH:31][C:32]([CH:36]=O)=[CH:33][CH:34]=3)[NH:29][N:28]=2)=[CH:21][CH:20]=1, predict the reaction product. The product is: [O:1]=[C:2]1[NH:3][C:4]2[C:9](/[C:10]/1=[CH:36]\[C:32]1[CH:31]=[C:30]3[C:35]([C:27](/[CH:26]=[CH:25]/[C:22]4[CH:21]=[CH:20][N:19]=[CH:24][CH:23]=4)=[N:28][NH:29]3)=[CH:34][CH:33]=1)=[CH:8][C:7]([NH:11][C:12](=[O:18])[O:13][C:14]([CH3:15])([CH3:17])[CH3:16])=[CH:6][CH:5]=2. (5) Given the reactants [Br:1][C:2]1[CH:3]=[CH:4][C:5]([Cl:18])=[C:6]([C:8]([C:10]2[CH:15]=[CH:14][C:13]([O:16][CH3:17])=[CH:12][CH:11]=2)=O)[CH:7]=1.C([SiH](CC)CC)C.B(F)(F)F.CCOCC.[OH-].[K+], predict the reaction product. The product is: [Br:1][C:2]1[CH:3]=[CH:4][C:5]([Cl:18])=[C:6]([CH2:8][C:10]2[CH:15]=[CH:14][C:13]([O:16][CH3:17])=[CH:12][CH:11]=2)[CH:7]=1. (6) Given the reactants C([Li])CCC.Br[C:7]1[CH:12]=[CH:11][C:10]([C:13]#[C:14][CH:15]([CH3:17])[CH3:16])=[C:9]([O:18][C:19]([F:22])([F:21])[F:20])[CH:8]=1.[C:23](=[O:25])=[O:24].Cl, predict the reaction product. The product is: [CH3:16][CH:15]([CH3:17])[C:14]#[C:13][C:10]1[CH:11]=[CH:12][C:7]([C:23]([OH:25])=[O:24])=[CH:8][C:9]=1[O:18][C:19]([F:22])([F:21])[F:20]. (7) Given the reactants [Cl:1][C:2]1[CH:7]=[CH:6][C:5]([NH:8][C:9](=[O:11])[CH3:10])=[C:4]([F:12])[CH:3]=1.[Li]CCCC.FC(F)(F)C[I:21].Cl, predict the reaction product. The product is: [Cl:1][C:2]1[CH:7]=[CH:6][C:5]([NH:8][C:9](=[O:11])[CH3:10])=[C:4]([F:12])[C:3]=1[I:21].